Task: Predict the reaction yield, written as a fraction of the theoretical maximum amount of product (1.0 means a 100% yield; for example, 0.34 means a 34% yield).. Dataset: Reaction yield outcomes from USPTO patents with 853,638 reactions (1) The catalyst is O1CCOCC1.O. The yield is 0.390. The product is [CH3:26][C:27]1([CH3:48])[O:32][CH2:31][CH:30]([C:33]2[CH:38]=[C:37]([C:2]3[N:11]=[C:10]([NH:12][CH2:13][C:14]4[CH:19]=[CH:18][CH:17]=[CH:16][N:15]=4)[C:9]4[C:4](=[CH:5][CH:6]=[CH:7][C:8]=4[C:20]4[CH:25]=[CH:24][CH:23]=[CH:22][CH:21]=4)[N:3]=3)[CH:36]=[N:35][CH:34]=2)[CH2:29][O:28]1. The reactants are Cl[C:2]1[N:11]=[C:10]([NH:12][CH2:13][C:14]2[CH:19]=[CH:18][CH:17]=[CH:16][N:15]=2)[C:9]2[C:4](=[CH:5][CH:6]=[CH:7][C:8]=2[C:20]2[CH:25]=[CH:24][CH:23]=[CH:22][CH:21]=2)[N:3]=1.[CH3:26][C:27]1([CH3:48])[O:32][CH2:31][CH:30]([C:33]2[CH:34]=[N:35][CH:36]=[C:37](B3OC(C)(C)C(C)(C)O3)[CH:38]=2)[CH2:29][O:28]1.C(=O)([O-])[O-].[K+].[K+]. (2) The reactants are [C:1]([C:4]1[CH:8]=[C:7]([Cl:9])[S:6][C:5]=1[Cl:10])(=[O:3])[CH3:2].CO[CH2:13][Cl:14]. The catalyst is [Ti](Cl)(Cl)(Cl)Cl.ClCCl. The product is [C:1]([C:4]1[C:8]([CH2:13][Cl:14])=[C:7]([Cl:9])[S:6][C:5]=1[Cl:10])(=[O:3])[CH3:2]. The yield is 0.397. (3) The reactants are [NH2:1][C:2]1[CH:7]=[CH:6][C:5]([O:8][CH3:9])=[CH:4][N:3]=1.Br[CH:11]([CH2:14][C:15]([CH3:20])([N+:17]([O-:19])=[O:18])[CH3:16])[CH:12]=O. The catalyst is ClCCl. The product is [CH3:16][C:15]([N+:17]([O-:19])=[O:18])([CH3:20])[CH2:14][C:11]1[N:3]2[CH:4]=[C:5]([O:8][CH3:9])[CH:6]=[CH:7][C:2]2=[N:1][CH:12]=1. The yield is 0.420.